Dataset: NCI-60 drug combinations with 297,098 pairs across 59 cell lines. Task: Regression. Given two drug SMILES strings and cell line genomic features, predict the synergy score measuring deviation from expected non-interaction effect. (1) Drug 1: C1C(C(OC1N2C=C(C(=O)NC2=O)F)CO)O. Drug 2: COC1=C2C(=CC3=C1OC=C3)C=CC(=O)O2. Cell line: NCI-H226. Synergy scores: CSS=-1.26, Synergy_ZIP=-0.447, Synergy_Bliss=-1.80, Synergy_Loewe=0.0726, Synergy_HSA=-1.76. (2) Synergy scores: CSS=20.2, Synergy_ZIP=-4.06, Synergy_Bliss=-0.00673, Synergy_Loewe=-62.9, Synergy_HSA=-3.38. Drug 2: COC1=C2C(=CC3=C1OC=C3)C=CC(=O)O2. Drug 1: CC1CCC2CC(C(=CC=CC=CC(CC(C(=O)C(C(C(=CC(C(=O)CC(OC(=O)C3CCCCN3C(=O)C(=O)C1(O2)O)C(C)CC4CCC(C(C4)OC)O)C)C)O)OC)C)C)C)OC. Cell line: SF-539. (3) Drug 1: C1=CC(=C2C(=C1NCCNCCO)C(=O)C3=C(C=CC(=C3C2=O)O)O)NCCNCCO. Drug 2: N.N.Cl[Pt+2]Cl. Cell line: UACC-257. Synergy scores: CSS=-2.87, Synergy_ZIP=-0.984, Synergy_Bliss=-3.91, Synergy_Loewe=-12.3, Synergy_HSA=-6.76. (4) Drug 1: C1CN1C2=NC(=NC(=N2)N3CC3)N4CC4. Drug 2: CCC1=CC2CC(C3=C(CN(C2)C1)C4=CC=CC=C4N3)(C5=C(C=C6C(=C5)C78CCN9C7C(C=CC9)(C(C(C8N6C)(C(=O)OC)O)OC(=O)C)CC)OC)C(=O)OC.C(C(C(=O)O)O)(C(=O)O)O. Cell line: MOLT-4. Synergy scores: CSS=96.2, Synergy_ZIP=2.16, Synergy_Bliss=2.14, Synergy_Loewe=0.289, Synergy_HSA=2.60. (5) Drug 1: C1=NC2=C(N1)C(=S)N=C(N2)N. Drug 2: COCCOC1=C(C=C2C(=C1)C(=NC=N2)NC3=CC=CC(=C3)C#C)OCCOC.Cl. Cell line: NCI/ADR-RES. Synergy scores: CSS=35.3, Synergy_ZIP=1.61, Synergy_Bliss=4.57, Synergy_Loewe=4.85, Synergy_HSA=7.02.